This data is from Full USPTO retrosynthesis dataset with 1.9M reactions from patents (1976-2016). The task is: Predict the reactants needed to synthesize the given product. (1) Given the product [CH2:10]([C:12]1[CH:17]=[CH:16][C:15]([N:18]2[CH2:19][CH2:20][O:21][CH2:22][CH2:23]2)=[CH:14][C:13]=1[CH:24]1[CH2:33][C:32]([CH3:34])([CH3:35])[C:31]2[C:26](=[CH:27][CH:28]=[C:29]([C:36]([NH:9][S:6]([CH:3]3[CH2:5][CH2:4]3)(=[O:8])=[O:7])=[O:37])[CH:30]=2)[NH:25]1)[CH3:11], predict the reactants needed to synthesize it. The reactants are: [H-].[Na+].[CH:3]1([S:6]([NH2:9])(=[O:8])=[O:7])[CH2:5][CH2:4]1.[CH2:10]([C:12]1[CH:17]=[CH:16][C:15]([N:18]2[CH2:23][CH2:22][O:21][CH2:20][CH2:19]2)=[CH:14][C:13]=1[CH:24]1[CH2:33][C:32]([CH3:35])([CH3:34])[C:31]2[C:26](=[CH:27][CH:28]=[C:29]([C:36](O)=[O:37])[CH:30]=2)[NH:25]1)[CH3:11].C(N1C=CN=C1)(N1C=CN=C1)=O. (2) Given the product [Br:1][C:2]1[C:3]([C:9]([CH3:17])([CH3:16])[O:10][SiH2:11][C:12]([CH3:15])([CH3:14])[CH3:13])=[C:4]([NH:8][C:31](=[O:32])[C:30]2[CH:34]=[CH:35][C:27]([CH:24]3[CH2:26][CH2:25]3)=[CH:28][C:29]=2[CH3:36])[CH:5]=[CH:6][CH:7]=1, predict the reactants needed to synthesize it. The reactants are: [Br:1][C:2]1[C:3]([C:9]([CH3:17])([CH3:16])[O:10][SiH2:11][C:12]([CH3:15])([CH3:14])[CH3:13])=[C:4]([NH2:8])[CH:5]=[CH:6][CH:7]=1.N1C=CC=CC=1.[CH:24]1([C:27]2[CH:35]=[CH:34][C:30]([C:31](Cl)=[O:32])=[C:29]([CH3:36])[CH:28]=2)[CH2:26][CH2:25]1.